This data is from Peptide-MHC class I binding affinity with 185,985 pairs from IEDB/IMGT. The task is: Regression. Given a peptide amino acid sequence and an MHC pseudo amino acid sequence, predict their binding affinity value. This is MHC class I binding data. (1) The peptide sequence is HFIYHKREK. The MHC is HLA-A02:01 with pseudo-sequence HLA-A02:01. The binding affinity (normalized) is 0.0847. (2) The peptide sequence is TAGEVRRAI. The MHC is Mamu-B1001 with pseudo-sequence Mamu-B1001. The binding affinity (normalized) is 0. (3) The peptide sequence is RMAILGDTAW. The MHC is HLA-B53:01 with pseudo-sequence HLA-B53:01. The binding affinity (normalized) is 0.717. (4) The binding affinity (normalized) is 0.872. The peptide sequence is LYGLITEQF. The MHC is HLA-A23:01 with pseudo-sequence HLA-A23:01. (5) The peptide sequence is FFSPFFFSL. The MHC is HLA-B40:01 with pseudo-sequence HLA-B40:01. The binding affinity (normalized) is 0.213. (6) The peptide sequence is TLDESFLGRY. The MHC is Patr-B0101 with pseudo-sequence Patr-B0101. The binding affinity (normalized) is 0.